Dataset: Catalyst prediction with 721,799 reactions and 888 catalyst types from USPTO. Task: Predict which catalyst facilitates the given reaction. (1) Reactant: [Cl:1][C:2]1[C:3]([OH:12])=[C:4]([CH:7]=[CH:8][C:9]=1[O:10][CH3:11])[CH:5]=[O:6].P([O-])(O)(O)=[O:14].[Na+].Cl([O-])=O.[Na+].C(=O)([O-])[O-].[Na+].[Na+]. Product: [Cl:1][C:2]1[C:3]([OH:12])=[C:4]([CH:7]=[CH:8][C:9]=1[O:10][CH3:11])[C:5]([OH:14])=[O:6]. The catalyst class is: 374. (2) The catalyst class is: 12. Reactant: [ClH:1].[C:2]([CH:4]1[CH2:9][CH2:8][N:7]([C:10]([N:12]2[CH2:17][CH:16]([C:18]3[CH:23]=[CH:22][C:21]([C:24]([F:27])([F:26])[F:25])=[CH:20][CH:19]=3)[CH2:15][CH:14]([NH:28]C(=O)OC(C)(C)C)[CH2:13]2)=[O:11])[CH2:6][CH2:5]1)#[N:3]. Product: [ClH:1].[NH2:28][CH:14]1[CH2:15][CH:16]([C:18]2[CH:23]=[CH:22][C:21]([C:24]([F:27])([F:25])[F:26])=[CH:20][CH:19]=2)[CH2:17][N:12]([C:10]([N:7]2[CH2:6][CH2:5][CH:4]([C:2]#[N:3])[CH2:9][CH2:8]2)=[O:11])[CH2:13]1. (3) Reactant: [CH3:1][O:2][C:3]([CH:5]1[CH2:10][CH2:9][CH:8]([C:11]([OH:13])=O)[CH2:7][CH2:6]1)=[O:4].C1N=CN(C(N2C=NC=C2)=O)C=1.Cl.Cl.[Cl:28][C:29]1[C:30]([CH2:35][NH2:36])=[N:31][CH:32]=[CH:33][N:34]=1.CCN(C(C)C)C(C)C. Product: [Cl:28][C:29]1[C:30]([CH2:35][NH:36][C:11]([C@H:8]2[CH2:7][CH2:6][C@H:5]([C:3]([O:2][CH3:1])=[O:4])[CH2:10][CH2:9]2)=[O:13])=[N:31][CH:32]=[CH:33][N:34]=1. The catalyst class is: 1. (4) Reactant: [F:1][C:2]1([F:25])[CH2:7][CH2:6][CH:5]([CH2:8][C:9]2[C:17]3[C:12](=[N:13][CH:14]=[C:15]([C:18]4[C:19]([CH3:24])=[N:20][O:21][C:22]=4[CH3:23])[CH:16]=3)[NH:11][CH:10]=2)[CH2:4][CH2:3]1.Cl[C:27]1[N:32]=[CH:31][C:30]([C:33]([O:35][CH2:36][CH3:37])=[O:34])=[CH:29][CH:28]=1.C(=O)([O-])[O-].[Cs+].[Cs+].O. Product: [F:25][C:2]1([F:1])[CH2:7][CH2:6][CH:5]([CH2:8][C:9]2[C:17]3[C:12](=[N:13][CH:14]=[C:15]([C:18]4[C:19]([CH3:24])=[N:20][O:21][C:22]=4[CH3:23])[CH:16]=3)[N:11]([C:27]3[N:32]=[CH:31][C:30]([C:33]([O:35][CH2:36][CH3:37])=[O:34])=[CH:29][CH:28]=3)[CH:10]=2)[CH2:4][CH2:3]1. The catalyst class is: 37. (5) Reactant: O.N.[CH3:3][CH2:4][CH2:5][N:6]([C@@H:14]1[CH2:19][C:18]2[CH:20]=[CH:21][CH:22]=[C:23]([OH:24])[C:17]=2[CH2:16][CH2:15]1)[CH2:7][CH2:8][C:9]1[S:13][CH:12]=[CH:11][CH:10]=1.Cl. Product: [CH3:3][CH2:4][CH2:5][N:6]([C@@H:14]1[CH2:19][C:18]2[CH:20]=[CH:21][CH:22]=[C:23]([OH:24])[C:17]=2[CH2:16][CH2:15]1)[CH2:7][CH2:8][C:9]1[S:13][CH:12]=[CH:11][CH:10]=1. The catalyst class is: 194. (6) Reactant: [F:1][C:2]1[CH:7]=[CH:6][CH:5]=[C:4]([F:8])[C:3]=1[N:9]1[C:17]2[CH:16]=[CH:15][N:14]=[C:13]([O:18][CH3:19])[C:12]=2[C:11]([C:20]2[CH:29]=[CH:28][C:23]([C:24]([O:26]C)=[O:25])=[CH:22][CH:21]=2)=[N:10]1.CO.[OH-].[Na+]. Product: [F:1][C:2]1[CH:7]=[CH:6][CH:5]=[C:4]([F:8])[C:3]=1[N:9]1[C:17]2[CH:16]=[CH:15][N:14]=[C:13]([O:18][CH3:19])[C:12]=2[C:11]([C:20]2[CH:29]=[CH:28][C:23]([C:24]([OH:26])=[O:25])=[CH:22][CH:21]=2)=[N:10]1. The catalyst class is: 6.